The task is: Predict the product of the given reaction.. This data is from Forward reaction prediction with 1.9M reactions from USPTO patents (1976-2016). (1) Given the reactants [C:1]([C:4]1[C:22](=[O:23])[C@@:8]2([CH3:24])[C:9]3[C:15]([OH:16])=[CH:14][C:13]([O:17][CH3:18])=[C:12]([C:19]([NH2:21])=[O:20])[C:10]=3[O:11][C:7]2=[CH:6][C:5]=1[OH:25])(=[O:3])[CH3:2].[CH:26]([C:28]1[C:37]2[C:32](=[CH:33][CH:34]=[CH:35][CH:36]=2)[C:31]([NH:38][S:39]([C:42]2[CH:47]=[CH:46][CH:45]=[CH:44][CH:43]=2)(=[O:41])=[O:40])=[CH:30][CH:29]=1)=O.C([SiH](CC)CC)C.FC(F)(F)C(O)=O, predict the reaction product. The product is: [C:1]([C:4]1[C:22](=[O:23])[C@@:8]2([CH3:24])[C:9]3[C:15]([OH:16])=[CH:14][C:13]([O:17][CH3:18])=[C:12]([C:19]([NH:21][CH2:26][C:28]4[C:37]5[C:32](=[CH:33][CH:34]=[CH:35][CH:36]=5)[C:31]([NH:38][S:39]([C:42]5[CH:47]=[CH:46][CH:45]=[CH:44][CH:43]=5)(=[O:40])=[O:41])=[CH:30][CH:29]=4)=[O:20])[C:10]=3[O:11][C:7]2=[CH:6][C:5]=1[OH:25])(=[O:3])[CH3:2]. (2) Given the reactants [O:1]([C:8]1[CH:13]=[CH:12][C:11]([NH:14][C:15]2[C:24]3[C:19](=[CH:20][C:21]([C:25]4[O:29][C:28]([CH:30]=O)=[CH:27][CH:26]=4)=[CH:22][CH:23]=3)[N:18]=[CH:17][CH:16]=2)=[CH:10][CH:9]=1)[C:2]1[CH:7]=[CH:6][CH:5]=[CH:4][CH:3]=1.[CH3:32][S:33]([CH2:36][CH2:37][NH2:38])(=[O:35])=[O:34], predict the reaction product. The product is: [O:1]([C:8]1[CH:9]=[CH:10][C:11]([NH:14][C:15]2[C:24]3[C:19](=[CH:20][C:21]([C:25]4[O:29][C:28]([CH2:30][NH:38][CH2:37][CH2:36][S:33]([CH3:32])(=[O:35])=[O:34])=[CH:27][CH:26]=4)=[CH:22][CH:23]=3)[N:18]=[CH:17][CH:16]=2)=[CH:12][CH:13]=1)[C:2]1[CH:3]=[CH:4][CH:5]=[CH:6][CH:7]=1.